The task is: Predict the reactants needed to synthesize the given product.. This data is from Full USPTO retrosynthesis dataset with 1.9M reactions from patents (1976-2016). (1) Given the product [Cl:1][C:2]1[CH:3]=[C:4]([C:9]2[N:10]([C:11]3[CH:16]=[CH:15][C:14]([S:17]([CH3:20])(=[O:18])=[O:19])=[CH:13][CH:12]=3)[CH2:28][C:29]([OH:34])([C:30]([F:33])([F:32])[F:31])[N:21]=2)[CH:5]=[CH:6][C:7]=1[CH3:8], predict the reactants needed to synthesize it. The reactants are: [Cl:1][C:2]1[CH:3]=[C:4]([C:9](=[NH:21])[NH:10][C:11]2[CH:16]=[CH:15][C:14]([S:17]([CH3:20])(=[O:19])=[O:18])=[CH:13][CH:12]=2)[CH:5]=[CH:6][C:7]=1[CH3:8].C(=O)(O)[O-].[Na+].Br[CH2:28][C:29](=[O:34])[C:30]([F:33])([F:32])[F:31]. (2) Given the product [CH2:27]([O:26][C:23]1[CH:22]=[CH:21][C:20]([CH2:19][C:14]2[CH:13]=[C:12]([C:10](=[O:11])[CH2:9][P:4](=[O:3])([OH:5])[OH:8])[CH:17]=[CH:16][C:15]=2[OH:18])=[CH:25][CH:24]=1)[CH3:28], predict the reactants needed to synthesize it. The reactants are: C([O:3][P:4]([CH2:9][C:10]([C:12]1[CH:17]=[CH:16][C:15]([OH:18])=[C:14]([CH2:19][C:20]2[CH:25]=[CH:24][C:23]([O:26][CH2:27][CH3:28])=[CH:22][CH:21]=2)[CH:13]=1)=[O:11])(=[O:8])[O:5]CC)C.Br[Si](C)(C)C.CO.